Dataset: Catalyst prediction with 721,799 reactions and 888 catalyst types from USPTO. Task: Predict which catalyst facilitates the given reaction. Reactant: [CH3:1][O:2][C:3](=[O:22])[CH2:4][O:5][C:6]1[CH:11]=[CH:10][C:9]([CH2:12][NH:13]C(OC(C)(C)C)=O)=[C:8]([F:21])[CH:7]=1. Product: [NH2:13][CH2:12][C:9]1[CH:10]=[CH:11][C:6]([O:5][CH2:4][C:3]([O:2][CH3:1])=[O:22])=[CH:7][C:8]=1[F:21]. The catalyst class is: 106.